Dataset: Forward reaction prediction with 1.9M reactions from USPTO patents (1976-2016). Task: Predict the product of the given reaction. (1) Given the reactants OC1([C:17]#[C:18][C:19]2[CH:24]=[CH:23][CH:22]=[CH:21][CH:20]=2)CC2(CCN(C(OCC)=O)CC2)OC1.[O:25]=[C:26]1[CH2:31][C:30]2([CH2:36][CH2:35][N:34]([C:37]([O:39][C:40]([CH3:43])([CH3:42])[CH3:41])=[O:38])[CH2:33][CH2:32]2)[O:29][CH2:28][CH2:27]1, predict the reaction product. The product is: [OH:25][C:26]1([C:17]#[C:18][C:19]2[CH:24]=[CH:23][CH:22]=[CH:21][CH:20]=2)[CH2:31][C:30]2([CH2:32][CH2:33][N:34]([C:37]([O:39][C:40]([CH3:43])([CH3:42])[CH3:41])=[O:38])[CH2:35][CH2:36]2)[O:29][CH2:28][CH2:27]1. (2) The product is: [O:9]=[C:8]([N:10]1[CH2:15][CH2:14][N:13]([CH2:16][C:17](=[O:23])[N:18]2[CH2:19][CH2:20][CH2:21][CH2:22]2)[CH2:12][CH2:11]1)[CH2:7][C:5]1[N:6]=[C:2]([NH:1][C:31]([C:28]2[CH:27]=[CH:26][C:25]([Cl:24])=[CH:30][N:29]=2)=[O:32])[S:3][CH:4]=1. Given the reactants [NH2:1][C:2]1[S:3][CH:4]=[C:5]([CH2:7][C:8]([N:10]2[CH2:15][CH2:14][N:13]([CH2:16][C:17](=[O:23])[N:18]3[CH2:22][CH2:21][CH2:20][CH2:19]3)[CH2:12][CH2:11]2)=[O:9])[N:6]=1.[Cl:24][C:25]1[CH:26]=[CH:27][C:28]([C:31](O)=[O:32])=[N:29][CH:30]=1, predict the reaction product. (3) Given the reactants [F:1][C:2]1[CH:42]=[C:41]([F:43])[CH:40]=[CH:39][C:3]=1[O:4][C:5]1[C:6]([N+:36]([O-])=O)=[C:7]([NH:30][CH2:31][C:32](OC)=[O:33])[CH:8]=[CH:9][C:10]=1[C:11]1[C:12]2[CH:21]=[N:20][N:19]([CH2:22][O:23][CH2:24][CH2:25][Si:26]([CH3:29])([CH3:28])[CH3:27])[C:13]=2[C:14](=[O:18])[N:15]([CH3:17])[CH:16]=1.[Cl-].[NH4+], predict the reaction product. The product is: [F:1][C:2]1[CH:42]=[C:41]([F:43])[CH:40]=[CH:39][C:3]=1[O:4][C:5]1[C:10]([C:11]2[C:12]3[CH:21]=[N:20][N:19]([CH2:22][O:23][CH2:24][CH2:25][Si:26]([CH3:29])([CH3:28])[CH3:27])[C:13]=3[C:14](=[O:18])[N:15]([CH3:17])[CH:16]=2)=[CH:9][CH:8]=[C:7]2[C:6]=1[NH:36][C:32](=[O:33])[CH2:31][NH:30]2.